Dataset: Full USPTO retrosynthesis dataset with 1.9M reactions from patents (1976-2016). Task: Predict the reactants needed to synthesize the given product. (1) Given the product [NH2:1][C:4]1[CH:5]=[C:6]2[C:10](=[CH:11][CH:12]=1)[N:9]([CH2:13][CH:14]1[CH2:15][CH2:16][N:17]([C:20]([O:22][C:23]([CH3:26])([CH3:25])[CH3:24])=[O:21])[CH2:18][CH2:19]1)[CH:8]=[CH:7]2, predict the reactants needed to synthesize it. The reactants are: [N+:1]([C:4]1[CH:5]=[C:6]2[C:10](=[CH:11][CH:12]=1)[N:9]([CH2:13][CH:14]1[CH2:19][CH2:18][N:17]([C:20]([O:22][C:23]([CH3:26])([CH3:25])[CH3:24])=[O:21])[CH2:16][CH2:15]1)[CH:8]=[CH:7]2)([O-])=O. (2) Given the product [NH2:8][C:6]1[CH:5]=[C:4]([NH:9][C:18](=[O:19])[O:20][CH2:21][C:22]2[CH:27]=[CH:26][CH:25]=[CH:24][CH:23]=2)[CH:3]=[N:2][CH:7]=1, predict the reactants needed to synthesize it. The reactants are: Cl.[N:2]1[CH:7]=[C:6]([NH2:8])[CH:5]=[C:4]([NH2:9])[CH:3]=1.C(N(CC)CC)C.Cl[C:18]([O:20][CH2:21][C:22]1[CH:27]=[CH:26][CH:25]=[CH:24][CH:23]=1)=[O:19].C([O-])(O)=O.[Na+]. (3) Given the product [N:29]12[CH2:34][CH2:33][CH:32]([CH2:31][CH2:30]1)[C@H:27]([N:26]([CH3:15])[C:10]([C:7]1[C:6]3[C:68](=[CH:14][C:3]([O:2][CH3:1])=[CH:4][CH:5]=3)[NH:65][N:8]=1)=[O:11])[CH2:28]2, predict the reactants needed to synthesize it. The reactants are: [CH3:1][O:2][C:3]1[CH:14]=C[C:6]2[C:7]([C:10](O)=[O:11])=[N:8]S[C:5]=2[CH:4]=1.[CH:15](N(C(C)C)CC)(C)C.Cl.Cl.[NH2:26][C@@H:27]1[CH:32]2[CH2:33][CH2:34][N:29]([CH2:30][CH2:31]2)[CH2:28]1.CN(C(ON1N=NC2C=CC=NC1=2)=[N+](C)C)C.F[P-](F)(F)(F)(F)F.O1CCCC1.C[N:65]([CH3:68])C=O. (4) Given the product [OH:1][C:2]1[CH:27]=[CH:26][C:5]([O:6][C:7]2[C:8]([CH3:25])=[CH:9][C:10]([NH:16][C:17](=[O:24])[CH2:18][C:19]([OH:21])=[O:20])=[C:11]3[C:15]=2[CH2:14][CH2:13][CH2:12]3)=[CH:4][C:3]=1[CH2:28][CH:29]1[CH2:34][CH2:33][O:32][CH2:31][CH2:30]1, predict the reactants needed to synthesize it. The reactants are: [OH:1][C:2]1[CH:27]=[CH:26][C:5]([O:6][C:7]2[C:8]([CH3:25])=[CH:9][C:10]([NH:16][C:17](=[O:24])[CH2:18][C:19]([O:21]CC)=[O:20])=[C:11]3[C:15]=2[CH2:14][CH2:13][CH2:12]3)=[CH:4][C:3]=1[CH2:28][CH:29]1[CH2:34][CH2:33][O:32][CH2:31][CH2:30]1.[OH-].[Na+].